This data is from Full USPTO retrosynthesis dataset with 1.9M reactions from patents (1976-2016). The task is: Predict the reactants needed to synthesize the given product. (1) Given the product [CH3:35][O:34][C:17]1[CH:16]=[CH:15][C:14]2[N:13]=[C:12]([NH:10][C:2]3[S:1][C:5]4[CH2:6][CH2:7][CH2:8][CH2:9][C:4]=4[N:3]=3)[C:21]3=[N:22][NH:23][CH:24]=[C:20]3[C:19]=2[CH:18]=1, predict the reactants needed to synthesize it. The reactants are: [S:1]1[C:5]2[CH2:6][CH2:7][CH2:8][CH2:9][C:4]=2[N:3]=[C:2]1[NH2:10].Cl[C:12]1[C:21]2=[N:22][N:23](CC3C=CC(OC)=CC=3)[CH:24]=[C:20]2[C:19]2[CH:18]=[C:17]([O:34][CH3:35])[CH:16]=[CH:15][C:14]=2[N:13]=1. (2) The reactants are: [NH:1]1[CH:5]=[C:4]([C:6]2[N:11]=[CH:10][C:9]3[CH:12]=[N:13][N:14]([C:15]4[N:20]=[C:19]([N:21]5[CH2:27][C:26]([O:29][CH3:30])([CH3:28])[CH2:25][N:24]([C:31]([O:33][C:34]([CH3:37])([CH3:36])[CH3:35])=[O:32])[CH2:23][CH2:22]5)[CH:18]=[CH:17][CH:16]=4)[C:8]=3[CH:7]=2)[CH:3]=[N:2]1.FC(F)(F)S(O[CH2:44][C:45]([F:48])([F:47])[F:46])(=O)=O. Given the product [CH3:30][O:29][C:26]1([CH3:28])[CH2:25][N:24]([C:31]([O:33][C:34]([CH3:37])([CH3:36])[CH3:35])=[O:32])[CH2:23][CH2:22][N:21]([C:19]2[CH:18]=[CH:17][CH:16]=[C:15]([N:14]3[C:8]4[CH:7]=[C:6]([C:4]5[CH:5]=[N:1][N:2]([CH2:44][C:45]([F:48])([F:47])[F:46])[CH:3]=5)[N:11]=[CH:10][C:9]=4[CH:12]=[N:13]3)[N:20]=2)[CH2:27]1, predict the reactants needed to synthesize it. (3) Given the product [Cl:1][C:2]1[CH:3]=[CH:4][C:5]2[N:11]([CH2:12][C:13]([CH3:16])([CH3:17])[CH2:14][OH:15])[C:10](=[O:18])[C@@H:9]([CH2:19][C:20]([NH:22][CH2:23][CH2:24][CH2:25][CH2:26][CH2:27][C:28]([OH:30])=[O:29])=[O:21])[O:8][C@H:7]([C:32]3[CH:37]=[CH:36][CH:35]=[C:34]([O:38][CH3:39])[C:33]=3[O:40][CH3:41])[C:6]=2[CH:42]=1, predict the reactants needed to synthesize it. The reactants are: [Cl:1][C:2]1[CH:3]=[CH:4][C:5]2[N:11]([CH2:12][C:13]([CH3:17])([CH3:16])[CH2:14][OH:15])[C:10](=[O:18])[C@@H:9]([CH2:19][C:20]([NH:22][CH2:23][CH2:24][CH2:25][CH2:26][CH2:27][C:28]([O:30]C)=[O:29])=[O:21])[O:8][C@H:7]([C:32]3[CH:37]=[CH:36][CH:35]=[C:34]([O:38][CH3:39])[C:33]=3[O:40][CH3:41])[C:6]=2[CH:42]=1.[OH-].[Na+].C(O)C. (4) Given the product [Cl:12][C:5]1[C:6]([C:8]([F:9])([F:10])[F:11])=[CH:7][C:2]([NH:1][C:25](=[O:32])[C:26]2[CH:31]=[CH:30][N:29]=[CH:28][CH:27]=2)=[C:3]([OH:13])[CH:4]=1, predict the reactants needed to synthesize it. The reactants are: [NH2:1][C:2]1[CH:7]=[C:6]([C:8]([F:11])([F:10])[F:9])[C:5]([Cl:12])=[CH:4][C:3]=1[OH:13].CCN=C=NCCCN(C)C.[C:25](O)(=[O:32])[C:26]1[CH:31]=[CH:30][N:29]=[CH:28][CH:27]=1.N1C=CC=CC=1. (5) The reactants are: [NH2:1][C@H:2]1[CH2:7][CH2:6][C@H:5]([NH:8][C:9]([C:11]2[C:15]3[N:16]=[CH:17][N:18]=[C:19]([C:20]4[C:28]5[O:27][CH2:26][O:25][C:24]=5[CH:23]=[CH:22][C:21]=4[O:29][CH2:30][CH2:31][O:32][CH3:33])[C:14]=3[NH:13][CH:12]=2)=[O:10])[CH2:4][CH2:3]1.[CH:34]1([C:37](Cl)=[O:38])CC1. Given the product [C:37]([NH:1][C@H:2]1[CH2:3][CH2:4][C@H:5]([NH:8][C:9]([C:11]2[C:15]3[N:16]=[CH:17][N:18]=[C:19]([C:20]4[C:28]5[O:27][CH2:26][O:25][C:24]=5[CH:23]=[CH:22][C:21]=4[O:29][CH2:30][CH2:31][O:32][CH3:33])[C:14]=3[NH:13][CH:12]=2)=[O:10])[CH2:6][CH2:7]1)(=[O:38])[CH3:34], predict the reactants needed to synthesize it. (6) Given the product [F:1][C:2]1[CH:7]=[CH:6][C:5]([C:8]2[N:39]([C:41]3[CH:46]=[CH:45][CH:44]=[CH:43][CH:42]=3)[C:33]3[C:34]([C:9]=2[CH2:10][CH2:11][CH2:12][N:13]2[CH2:18][CH2:17][CH:16]([C:19]4[CH:20]=[C:21]([NH:25][C:26](=[O:30])[CH:27]([CH3:29])[CH3:28])[CH:22]=[CH:23][CH:24]=4)[CH2:15][CH2:14]2)=[CH:35][CH:36]=[CH:37][CH:38]=3)=[CH:4][CH:3]=1, predict the reactants needed to synthesize it. The reactants are: [F:1][C:2]1[CH:7]=[CH:6][C:5]([C:8](=O)[CH2:9][CH2:10][CH2:11][CH2:12][N:13]2[CH2:18][CH2:17][CH:16]([C:19]3[CH:20]=[C:21]([NH:25][C:26](=[O:30])[CH:27]([CH3:29])[CH3:28])[CH:22]=[CH:23][CH:24]=3)[CH2:15][CH2:14]2)=[CH:4][CH:3]=1.Cl.[C:33]1([N:39]([C:41]2[CH:46]=[CH:45][CH:44]=[CH:43][CH:42]=2)N)[CH:38]=[CH:37][CH:36]=[CH:35][CH:34]=1. (7) Given the product [C:1]([C:8]([NH2:13])([OH:12])[CH:9]([OH:11])[CH3:10])([O:3][C:4]([CH3:5])([CH3:7])[CH3:6])=[O:2].[OH:16][C:15]([CH:17]([C:19]1[CH:32]=[CH:31][CH:30]=[C:21]([C:22]([C:24]2[CH:25]=[CH:26][CH:27]=[CH:28][CH:29]=2)=[O:23])[CH:20]=1)[CH3:18])=[O:14], predict the reactants needed to synthesize it. The reactants are: [C:1]([C:8]([NH2:13])([OH:12])[CH:9]([OH:11])[CH3:10])([O:3][C:4]([CH3:7])([CH3:6])[CH3:5])=[O:2].[OH:14][C:15]([CH:17]([C:19]1[CH:32]=[CH:31][CH:30]=[C:21]([C:22]([C:24]2[CH:29]=[CH:28][CH:27]=[CH:26][CH:25]=2)=[O:23])[CH:20]=1)[CH3:18])=[O:16].CCN=C=NCCCN(C)C.Cl.C(OCC)(=O)C. (8) Given the product [OH:25][CH:24]([C:26]1[CH:31]=[CH:30][CH:29]=[CH:28][CH:27]=1)[CH2:23][NH:22][C:5]([C:7]1[S:8][CH:9]=[CH:10][C:11]=1[NH:12][C:13]1[CH:18]=[CH:17][N:16]=[C:15]2[NH:19][CH:20]=[CH:21][C:14]=12)=[O:6], predict the reactants needed to synthesize it. The reactants are: NCCN[C:5]([C:7]1[S:8][CH:9]=[CH:10][C:11]=1[NH:12][C:13]1[CH:18]=[CH:17][N:16]=[C:15]2[NH:19][CH:20]=[CH:21][C:14]=12)=[O:6].[NH2:22][CH2:23][CH:24]([C:26]1[CH:31]=[CH:30][CH:29]=[CH:28][CH:27]=1)[OH:25].